This data is from Retrosynthesis with 50K atom-mapped reactions and 10 reaction types from USPTO. The task is: Predict the reactants needed to synthesize the given product. (1) Given the product CC(C)(O)c1ccc2c(c1)C(=CCCN1CCC(O)(c3ccc(Cl)c([N+](=O)[O-])c3)CC1)c1cccnc1CO2, predict the reactants needed to synthesize it. The reactants are: CC(C)(O)c1ccc2c(c1)C(=CCCBr)c1cccnc1CO2.O=[N+]([O-])c1cc(C2(O)CCNCC2)ccc1Cl. (2) Given the product CC(C)(C)OC(=O)N1CC=C(c2cccnc2)CC1, predict the reactants needed to synthesize it. The reactants are: CC(C)(C)OC(=O)N1CC=C(OS(=O)(=O)C(F)(F)F)CC1.OB(O)c1cccnc1. (3) Given the product CC(C)(C)OC(=O)N1CCC(CO)(NC(=O)OCc2ccccc2)CC1, predict the reactants needed to synthesize it. The reactants are: CC(C)(C)OC(=O)N1CCC(NC(=O)OCc2ccccc2)(C(=O)O)CC1.